This data is from Forward reaction prediction with 1.9M reactions from USPTO patents (1976-2016). The task is: Predict the product of the given reaction. (1) Given the reactants [N+:1]([C:4]1[CH:5]=[C:6]2[O:13][CH2:12][CH:11]([NH:14][C:15](=[O:18])[CH2:16][CH3:17])[CH2:10][C:7]2=[N:8][CH:9]=1)([O-])=O.O.O.Cl[Sn]Cl, predict the reaction product. The product is: [NH2:1][C:4]1[CH:5]=[C:6]2[O:13][CH2:12][CH:11]([NH:14][C:15](=[O:18])[CH2:16][CH3:17])[CH2:10][C:7]2=[N:8][CH:9]=1. (2) The product is: [OH:27][C@H:25]([C:28]1[CH:37]=[CH:36][C:31]([C:32]([O:34][CH3:35])=[O:33])=[CH:30][CH:29]=1)[CH3:26]. Given the reactants B1(C)OC(C2C=CC=CC=2)(C2C=CC=CC=2)[C@@H]2N1CCC2.S(C)C.[C:25]([C:28]1[CH:37]=[CH:36][C:31]([C:32]([O:34][CH3:35])=[O:33])=[CH:30][CH:29]=1)(=[O:27])[CH3:26].CO, predict the reaction product. (3) Given the reactants [F:1][C:2]1[CH:7]=[CH:6][CH:5]=[CH:4][C:3]=1[CH2:8][CH2:9][NH:10][CH2:11][C:12]1[CH:17]=[CH:16][C:15]([C:18]2[O:22][N:21]=[C:20]([CH2:23][CH2:24][CH2:25][CH2:26][CH2:27][CH2:28][CH2:29][CH2:30][CH2:31][CH2:32][CH3:33])[N:19]=2)=[CH:14][CH:13]=1.CN1CC[O:38][CH2:37][CH2:36]1.CC[C:43]([C:45](Cl)=[O:46])=[O:44], predict the reaction product. The product is: [CH2:37]([O:38][C:43](=[O:44])[C:45]([N:10]([CH2:9][CH2:8][C:3]1[CH:4]=[CH:5][CH:6]=[CH:7][C:2]=1[F:1])[CH2:11][C:12]1[CH:17]=[CH:16][C:15]([C:18]2[O:22][N:21]=[C:20]([CH2:23][CH2:24][CH2:25][CH2:26][CH2:27][CH2:28][CH2:29][CH2:30][CH2:31][CH2:32][CH3:33])[N:19]=2)=[CH:14][CH:13]=1)=[O:46])[CH3:36]. (4) Given the reactants [Cl:1][C:2]1[C:6](=[O:7])[N:5]([C:8]2[CH:12]=[C:11](I)[N:10]([CH3:14])[N:9]=2)[CH:4]([OH:15])[C:3]=1[CH3:16].[F-].[Cs+].ClCCl, predict the reaction product. The product is: [Cl:1][C:2]1[C:6](=[O:7])[N:5]([C:8]2[CH:12]=[C:11]([CH:2]=[C:3]([CH3:16])[CH3:4])[N:10]([CH3:14])[N:9]=2)[CH:4]([OH:15])[C:3]=1[CH3:16]. (5) Given the reactants [N+:1]([C:4]1[CH:8]=[CH:7][NH:6][N:5]=1)([O-:3])=[O:2].Cl[CH2:10][CH2:11][OH:12].C(=O)([O-])[O-].[K+].[K+], predict the reaction product. The product is: [N+:1]([C:4]1[CH:8]=[CH:7][N:6]([CH2:10][CH2:11][OH:12])[N:5]=1)([O-:3])=[O:2]. (6) Given the reactants [Cl:1][C:2]1[C:3]([CH:9]([C:11]2[CH:16]=[CH:15][N:14]=[CH:13][CH:12]=2)O)=[N:4][C:5]([Cl:8])=[CH:6][CH:7]=1.C(N(CC)CC)C.CS(Cl)(=O)=O.[Cl:29][C:30]1[N:35]=[CH:34][C:33]([SH:36])=[CH:32][CH:31]=1.C(=O)([O-])[O-].[K+].[K+], predict the reaction product. The product is: [Cl:1][C:2]1[C:3]([CH:9]([S:36][C:33]2[CH:34]=[N:35][C:30]([Cl:29])=[CH:31][CH:32]=2)[C:11]2[CH:16]=[CH:15][N:14]=[CH:13][CH:12]=2)=[N:4][C:5]([Cl:8])=[CH:6][CH:7]=1.